From a dataset of Reaction yield outcomes from USPTO patents with 853,638 reactions. Predict the reaction yield, written as a fraction of the theoretical maximum amount of product (1.0 means a 100% yield; for example, 0.34 means a 34% yield). (1) The reactants are [N+:1]([C:4]1[CH:12]=[C:7]2[CH2:8][NH:9][CH2:10][CH2:11][N:6]2[N:5]=1)([O-:3])=[O:2].C(N(CC)CC)C.[C:20](Cl)(=[O:22])[CH3:21].C(Cl)Cl. The catalyst is CO. The product is [N+:1]([C:4]1[CH:12]=[C:7]2[CH2:8][N:9]([C:20](=[O:22])[CH3:21])[CH2:10][CH2:11][N:6]2[N:5]=1)([O-:3])=[O:2]. The yield is 0.840. (2) The yield is 0.900. The catalyst is [Pd].ClCCl. The product is [Cl:1][C:2]1[CH:29]=[CH:28][C:5]([CH2:6][N:7]2[CH:12]=[N:11][C:10]([N:13]3[CH2:14][CH2:15][CH:16]([C:20]4[CH:25]=[CH:24][C:23]([F:26])=[CH:22][CH:21]=4)[CH:17]([OH:19])[CH2:18]3)=[N:9][C:8]2=[O:27])=[CH:4][CH:3]=1. The reactants are [Cl:1][C:2]1[CH:29]=[CH:28][C:5]([CH2:6][N:7]2[CH:12]=[N:11][C:10]([N:13]3[CH2:18][CH:17]([OH:19])[C:16]([C:20]4[CH:25]=[CH:24][C:23]([F:26])=[CH:22][CH:21]=4)=[CH:15][CH2:14]3)=[N:9][C:8]2=[O:27])=[CH:4][CH:3]=1.CO.[H][H]. (3) The reactants are [CH3:1][O:2][C:3]1[CH:4]=[CH:5][C:6]([CH:25]=[C:26]2[S:30][C:29](=[O:31])[NH:28][C:27]2=[O:32])=[C:7]2[C:12]=1[N:11]([CH2:13][C:14]1[CH:19]=[CH:18][C:17]([C:20]([O:22][CH3:23])=[O:21])=[CH:16][CH:15]=1)[C:10](=[O:24])[CH2:9][CH2:8]2. The catalyst is [C].[Pd].CN(C=O)C. The product is [CH3:1][O:2][C:3]1[CH:4]=[CH:5][C:6]([CH2:25][CH:26]2[S:30][C:29](=[O:31])[NH:28][C:27]2=[O:32])=[C:7]2[C:12]=1[N:11]([CH2:13][C:14]1[CH:19]=[CH:18][C:17]([C:20]([O:22][CH3:23])=[O:21])=[CH:16][CH:15]=1)[C:10](=[O:24])[CH2:9][CH2:8]2. The yield is 0.740. (4) The reactants are [Cl:1][C:2]1[C:3]([CH3:10])=[N:4][C:5](O)=[N:6][C:7]=1[CH3:8].O=P(Cl)(Cl)[Cl:13].N(C1C=CC=CC=1)(CC)CC. No catalyst specified. The product is [Cl:13][C:5]1[N:4]=[C:3]([CH3:10])[C:2]([Cl:1])=[C:7]([CH3:8])[N:6]=1. The yield is 0.830.